Dataset: Peptide-MHC class I binding affinity with 185,985 pairs from IEDB/IMGT. Task: Regression. Given a peptide amino acid sequence and an MHC pseudo amino acid sequence, predict their binding affinity value. This is MHC class I binding data. The peptide sequence is QTEPKTSVV. The MHC is HLA-A02:03 with pseudo-sequence HLA-A02:03. The binding affinity (normalized) is 0.0847.